From a dataset of Forward reaction prediction with 1.9M reactions from USPTO patents (1976-2016). Predict the product of the given reaction. (1) Given the reactants [C:1]([O:5][C:6](=[O:20])[NH:7][C@H:8]1[CH2:14][O:13][C:12]2[CH:15]=[CH:16][CH:17]=[CH:18][C:11]=2[NH:10][C:9]1=[O:19])([CH3:4])([CH3:3])[CH3:2].[C:21]([O-])([O-])=O.[Cs+].[Cs+].CI.CCOC(C)=O, predict the reaction product. The product is: [C:1]([O:5][C:6](=[O:20])[NH:7][C@H:8]1[CH2:14][O:13][C:12]2[CH:15]=[CH:16][CH:17]=[CH:18][C:11]=2[N:10]([CH3:21])[C:9]1=[O:19])([CH3:4])([CH3:2])[CH3:3]. (2) Given the reactants [CH3:1][C:2]1[CH:11]=[CH:10][C:9]2[C:4](=[C:5]([N+:13]([O-])=O)[CH:6]=[CH:7][C:8]=2[CH3:12])[N:3]=1, predict the reaction product. The product is: [CH3:1][C:2]1[CH:11]=[CH:10][C:9]2[C:4](=[C:5]([NH2:13])[CH:6]=[CH:7][C:8]=2[CH3:12])[N:3]=1. (3) Given the reactants C(OC([N:8]1[CH2:12][C@@H:11]([CH2:13][C@H:14]([CH2:18][C:19]2[CH:24]=[CH:23][C:22]([O:25][CH3:26])=[C:21]([O:27][CH2:28][CH2:29][CH2:30][O:31][CH3:32])[CH:20]=2)[CH:15]([CH3:17])[CH3:16])[C@H:10]([CH2:33][N:34]([CH:44]2[CH2:46][CH2:45]2)[C:35](=[O:43])[CH2:36][C:37]2[CH:42]=[CH:41][CH:40]=[CH:39][CH:38]=2)[CH2:9]1)=O)(C)(C)C.[ClH:47].O1CCOCC1, predict the reaction product. The product is: [CH:44]1([N:34]([CH2:33][C@H:10]2[C@H:11]([CH2:13][C@H:14]([CH2:18][C:19]3[CH:24]=[CH:23][C:22]([O:25][CH3:26])=[C:21]([O:27][CH2:28][CH2:29][CH2:30][O:31][CH3:32])[CH:20]=3)[CH:15]([CH3:17])[CH3:16])[CH2:12][NH:8][CH2:9]2)[C:35](=[O:43])[CH2:36][C:37]2[CH:42]=[CH:41][CH:40]=[CH:39][CH:38]=2)[CH2:46][CH2:45]1.[ClH:47]. (4) Given the reactants [F:1][C:2]1[C:7]([F:8])=[CH:6][C:5]([C:9]2[CH:14]=[CH:13][C:12]([O:15][CH2:16][CH:17]3[CH2:22][CH2:21][CH2:20][NH:19][CH2:18]3)=[CH:11][CH:10]=2)=[C:4]([O:23][CH3:24])[CH:3]=1.C([O:32][C:33](=[O:47])[CH2:34][C@H:35]([NH:39][C:40]([O:42][C:43]([CH3:46])([CH3:45])[CH3:44])=[O:41])[C:36](O)=[O:37])C1C=CC=CC=1, predict the reaction product. The product is: [C:43]([O:42][C:40]([NH:39][C@H:35]([C:36]([N:19]1[CH2:20][CH2:21][CH2:22][CH:17]([CH2:16][O:15][C:12]2[CH:13]=[CH:14][C:9]([C:5]3[CH:6]=[C:7]([F:8])[C:2]([F:1])=[CH:3][C:4]=3[O:23][CH3:24])=[CH:10][CH:11]=2)[CH2:18]1)=[O:37])[CH2:34][C:33]([OH:47])=[O:32])=[O:41])([CH3:45])([CH3:46])[CH3:44]. (5) Given the reactants [CH:1]1[C:2]([CH2:10][C@@H:11]([NH2:28])[CH2:12][C:13]([N:15]2[CH2:27][C:19]3=[N:20][N:21]=[C:22]([C:23]([F:26])([F:25])[F:24])[N:18]3[CH2:17][CH2:16]2)=[O:14])=[C:3]([F:9])[CH:4]=[C:5]([F:8])[C:6]=1[F:7].S([O-])([O-])(=O)=O, predict the reaction product. The product is: [CH:1]1[C:2]([CH2:10][C@@H:11]([NH2:28])[CH2:12][C:13]([N:15]2[CH2:27][C:19]3=[N:20][N:21]=[C:22]([C:23]([F:26])([F:25])[F:24])[N:18]3[CH2:17][CH2:16]2)=[O:14])=[C:3]([F:9])[CH:4]=[C:5]([F:8])[C:6]=1[F:7].